This data is from Full USPTO retrosynthesis dataset with 1.9M reactions from patents (1976-2016). The task is: Predict the reactants needed to synthesize the given product. (1) Given the product [C:32]([N:12]1[CH2:13][CH2:14][C:9]([CH2:15][N:16]2[C:21](=[O:22])[C:20]3[NH:23][N:24]=[C:25]([C:26]4[CH:31]=[CH:30][CH:29]=[CH:28][CH:27]=4)[C:19]=3[N:18]=[CH:17]2)([OH:8])[CH2:10][CH2:11]1)(=[O:39])[C:33]1[CH:38]=[CH:37][CH:36]=[CH:35][CH:34]=1, predict the reactants needed to synthesize it. The reactants are: FC(F)(F)C(O)=O.[OH:8][C:9]1([CH2:15][N:16]2[C:21](=[O:22])[C:20]3[NH:23][N:24]=[C:25]([C:26]4[CH:31]=[CH:30][CH:29]=[CH:28][CH:27]=4)[C:19]=3[N:18]=[CH:17]2)[CH2:14][CH2:13][NH:12][CH2:11][CH2:10]1.[C:32](O)(=[O:39])[C:33]1[CH:38]=[CH:37][CH:36]=[CH:35][CH:34]=1.CN(C(ON1N=NC2C=CC=NC1=2)=[N+](C)C)C.F[P-](F)(F)(F)(F)F.CCN(C(C)C)C(C)C. (2) Given the product [N:16]1([CH2:21][CH2:22][CH2:23][O:24][C:25]2[CH:30]=[CH:29][C:28]([C:31]3([C:37]4[NH:38][C:7]5=[N:6][CH:5]=[CH:4][N:3]=[C:2]5[CH:1]=4)[CH2:32][CH2:33][O:34][CH2:35][CH2:36]3)=[CH:27][CH:26]=2)[CH2:20][CH2:19][CH2:18][CH2:17]1, predict the reactants needed to synthesize it. The reactants are: [CH3:1][C:2]1[CH:7]=[N:6][CH:5]=[CH:4][N:3]=1.C([N-]C(C)C)(C)C.[Li+].[N:16]1([CH2:21][CH2:22][CH2:23][O:24][C:25]2[CH:30]=[CH:29][C:28]([C:31]3([C:37]#[N:38])[CH2:36][CH2:35][O:34][CH2:33][CH2:32]3)=[CH:27][CH:26]=2)[CH2:20][CH2:19][CH2:18][CH2:17]1.O. (3) Given the product [F:25][C:2]([F:1])([C:18]1[CH:19]=[CH:20][C:21]([CH3:24])=[CH:22][CH:23]=1)[CH2:3][N:4]1[CH2:5][CH2:6][CH:7]([NH2:10])[CH2:8][CH2:9]1, predict the reactants needed to synthesize it. The reactants are: [F:1][C:2]([F:25])([C:18]1[CH:23]=[CH:22][C:21]([CH3:24])=[CH:20][CH:19]=1)[CH2:3][N:4]1[CH2:9][CH2:8][CH:7]([NH:10]C(=O)OC(C)(C)C)[CH2:6][CH2:5]1.C(O)(C(F)(F)F)=O.